Dataset: Merck oncology drug combination screen with 23,052 pairs across 39 cell lines. Task: Regression. Given two drug SMILES strings and cell line genomic features, predict the synergy score measuring deviation from expected non-interaction effect. (1) Drug 1: O=c1[nH]cc(F)c(=O)[nH]1. Drug 2: CS(=O)(=O)CCNCc1ccc(-c2ccc3ncnc(Nc4ccc(OCc5cccc(F)c5)c(Cl)c4)c3c2)o1. Cell line: UWB1289BRCA1. Synergy scores: synergy=19.0. (2) Drug 1: O=c1[nH]cc(F)c(=O)[nH]1. Drug 2: CS(=O)(=O)CCNCc1ccc(-c2ccc3ncnc(Nc4ccc(OCc5cccc(F)c5)c(Cl)c4)c3c2)o1. Cell line: ZR751. Synergy scores: synergy=14.7. (3) Drug 1: O=C(CCCCCCC(=O)Nc1ccccc1)NO. Drug 2: O=C(O)C1(Cc2cccc(Nc3nccs3)n2)CCC(Oc2cccc(Cl)c2F)CC1. Cell line: A2058. Synergy scores: synergy=-16.9. (4) Drug 1: O=C(CCCCCCC(=O)Nc1ccccc1)NO. Drug 2: CCc1cnn2c(NCc3ccc[n+]([O-])c3)cc(N3CCCCC3CCO)nc12. Cell line: RPMI7951. Synergy scores: synergy=-15.9. (5) Drug 1: N.N.O=C(O)C1(C(=O)O)CCC1.[Pt]. Drug 2: COC1=C2CC(C)CC(OC)C(O)C(C)C=C(C)C(OC(N)=O)C(OC)C=CC=C(C)C(=O)NC(=CC1=O)C2=O. Cell line: LNCAP. Synergy scores: synergy=-5.86.